Dataset: Catalyst prediction with 721,799 reactions and 888 catalyst types from USPTO. Task: Predict which catalyst facilitates the given reaction. (1) Reactant: [C:1]12([CH2:11][NH:12][C:13](=[O:22])[C:14]3[C:19]([Cl:20])=[CH:18][N:17]=[C:16](Cl)[CH:15]=3)[CH2:10][CH:5]3[CH2:6][CH:7]([CH2:9][CH:3]([CH2:4]3)[CH2:2]1)[CH2:8]2.[CH2:23]([Sn](CCCC)(CCCC)C=C)[CH2:24]CC.C(C1C=C(C)C=C(C(C)(C)C)C=1O)(C)(C)C.C(OCC)(=O)C. Product: [C:1]12([CH2:11][NH:12][C:13](=[O:22])[C:14]3[C:19]([Cl:20])=[CH:18][N:17]=[C:16]([CH:23]=[CH2:24])[CH:15]=3)[CH2:8][CH:7]3[CH2:6][CH:5]([CH2:4][CH:3]([CH2:9]3)[CH2:2]1)[CH2:10]2. The catalyst class is: 9. (2) Reactant: [Br:1][C:2]1[C:3]2[CH2:4][C@@H:5]3[CH2:14][NH:13][CH2:12][CH2:11][N:6]3[C:7]=2[CH:8]=[CH:9][CH:10]=1.Br[CH2:16][C:17]([O:19][CH3:20])=[O:18].C(=O)([O-])[O-].[K+].[K+]. Product: [CH3:20][O:19][C:17](=[O:18])[CH2:16][N:13]1[CH2:12][CH2:11][N:6]2[C:7]3[CH:8]=[CH:9][CH:10]=[C:2]([Br:1])[C:3]=3[CH2:4][C@@H:5]2[CH2:14]1. The catalyst class is: 10.